Dataset: NCI-60 drug combinations with 297,098 pairs across 59 cell lines. Task: Regression. Given two drug SMILES strings and cell line genomic features, predict the synergy score measuring deviation from expected non-interaction effect. (1) Drug 1: C1=CC(=C2C(=C1NCCNCCO)C(=O)C3=C(C=CC(=C3C2=O)O)O)NCCNCCO. Drug 2: CN(C)N=NC1=C(NC=N1)C(=O)N. Cell line: SK-MEL-2. Synergy scores: CSS=51.3, Synergy_ZIP=-0.381, Synergy_Bliss=0.0512, Synergy_Loewe=-59.8, Synergy_HSA=-2.01. (2) Drug 1: CC1=C2C(C(=O)C3(C(CC4C(C3C(C(C2(C)C)(CC1OC(=O)C(C(C5=CC=CC=C5)NC(=O)OC(C)(C)C)O)O)OC(=O)C6=CC=CC=C6)(CO4)OC(=O)C)OC)C)OC. Drug 2: CC1C(C(=O)NC(C(=O)N2CCCC2C(=O)N(CC(=O)N(C(C(=O)O1)C(C)C)C)C)C(C)C)NC(=O)C3=C4C(=C(C=C3)C)OC5=C(C(=O)C(=C(C5=N4)C(=O)NC6C(OC(=O)C(N(C(=O)CN(C(=O)C7CCCN7C(=O)C(NC6=O)C(C)C)C)C)C(C)C)C)N)C. Cell line: UACC62. Synergy scores: CSS=43.7, Synergy_ZIP=7.57, Synergy_Bliss=10.1, Synergy_Loewe=1.02, Synergy_HSA=10.4.